Predict the reactants needed to synthesize the given product. From a dataset of Full USPTO retrosynthesis dataset with 1.9M reactions from patents (1976-2016). Given the product [CH:3]([C:4]1[S:8][N:7]=[N:6][C:5]=1[C:9]([O:11][CH3:12])=[O:10])=[O:2], predict the reactants needed to synthesize it. The reactants are: C[O:2][CH2:3][C:4]1[S:8][N:7]=[N:6][C:5]=1[C:9]([O:11][CH3:12])=[O:10].BrBr.